From a dataset of Catalyst prediction with 721,799 reactions and 888 catalyst types from USPTO. Predict which catalyst facilitates the given reaction. (1) Reactant: [Cl:1][C:2]1[CH:7]=[C:6]([N:8]2[CH2:13][CH2:12][O:11][CH2:10][CH2:9]2)[N:5]=[C:4]([C:14]([O:16]C)=[O:15])[CH:3]=1.[OH-].[Li+].C1COCC1. Product: [Cl:1][C:2]1[CH:7]=[C:6]([N:8]2[CH2:13][CH2:12][O:11][CH2:10][CH2:9]2)[N:5]=[C:4]([C:14]([OH:16])=[O:15])[CH:3]=1. The catalyst class is: 5. (2) Reactant: [F:1][C:2]1[C:11]([F:12])=[C:10]2[C:5]([CH2:6][CH2:7][CH:8]([CH2:13][CH2:14][CH2:15][CH2:16][CH3:17])[O:9]2)=[CH:4][C:3]=1[O:18][CH2:19][O:20][CH3:21].[Li]CCCC.[I:27]I.S([O-])(O)=O.[Na+]. Product: [F:1][C:2]1[C:11]([F:12])=[C:10]2[C:5]([CH2:6][CH2:7][CH:8]([CH2:13][CH2:14][CH2:15][CH2:16][CH3:17])[O:9]2)=[C:4]([I:27])[C:3]=1[O:18][CH2:19][O:20][CH3:21]. The catalyst class is: 680. (3) Reactant: CCCC[N+](CCCC)(CCCC)CCCC.[F-].C([Si]([O:26][CH2:27][C@H:28]1[CH2:33][C@@H:32]([O:34][Si](C(C)(C)C)(C)C)[CH2:31][CH2:30][C@@:29]1([C@H:43]1[CH2:51][CH2:50][C@@:49]2([CH3:52])[C@@H:45]([CH2:46][CH2:47][C:48]2=[CH2:53])[C@@H:44]1[CH2:54][O:55][CH2:56][C:57]1[CH:62]=[C:61]([O:63][CH3:64])[CH:60]=[C:59]([O:65][CH3:66])[CH:58]=1)[CH3:42])(C)C)(C)(C)C. Product: [CH3:66][O:65][C:59]1[CH:58]=[C:57]([CH:62]=[C:61]([O:63][CH3:64])[CH:60]=1)[CH2:56][O:55][CH2:54][C@@H:44]1[C@@H:43]([C@@:29]2([CH3:42])[CH2:30][CH2:31][C@H:32]([OH:34])[CH2:33][C@@H:28]2[CH2:27][OH:26])[CH2:51][CH2:50][C@@:49]2([CH3:52])[C@H:45]1[CH2:46][CH2:47][C:48]2=[CH2:53]. The catalyst class is: 1.